Dataset: Catalyst prediction with 721,799 reactions and 888 catalyst types from USPTO. Task: Predict which catalyst facilitates the given reaction. (1) Reactant: [Br:1][C:2]1[CH:6]=[CH:5][N:4]([CH2:7][CH2:8][NH:9][C:10]([C:23]2C=CC=CC=2)(C2C=CC=CC=2)C2C=CC=CC=2)[N:3]=1.C([SiH](CC)CC)C.FC(F)(F)C(O)=[O:39]. Product: [Br:1][C:2]1[CH:6]=[CH:5][N:4]([CH2:7][CH2:8][NH:9][C:10](=[O:39])[CH3:23])[N:3]=1. The catalyst class is: 4. (2) Reactant: [C:1]([NH:4][C@@H:5]([CH2:11][C:12]1[CH:17]=[CH:16][CH:15]=[C:14]([N+:18]([O-:20])=[O:19])[CH:13]=1)[C:6](OCC)=[O:7])(=[O:3])[CH3:2].[BH4-].[Na+]. Product: [OH:7][CH2:6][C@@H:5]([NH:4][C:1](=[O:3])[CH3:2])[CH2:11][C:12]1[CH:17]=[CH:16][CH:15]=[C:14]([N+:18]([O-:20])=[O:19])[CH:13]=1. The catalyst class is: 8. (3) Reactant: IN1C(=O)CCC1=O.[CH3:9][O:10][CH2:11][CH2:12][N:13]1[CH:17]=[CH:16][N:15]=[C:14]1[C:18](=O)[CH2:19][C:20]([O:22][CH3:23])=[O:21].[NH2:25][C:26]([NH2:28])=[S:27]. Product: [NH2:28][C:26]1[S:27][C:19]([C:20]([O:22][CH3:23])=[O:21])=[C:18]([C:14]2[N:13]([CH2:12][CH2:11][O:10][CH3:9])[CH:17]=[CH:16][N:15]=2)[N:25]=1. The catalyst class is: 25. (4) Reactant: CN(C)C=O.[F:6][C:7]1([F:30])[O:29][C:10]2=[CH:11][CH:12]=[C:13]3[C:18]([N:17]=[C:16]([NH2:19])[N:15]4[N:20]=[C:21]([C@@H:23]5[CH2:28][CH2:27][CH2:26][NH:25][CH2:24]5)[N:22]=[C:14]34)=[C:9]2[O:8]1.C(=O)([O-])[O-].[K+].[K+].FC(F)(F)S(O[CH2:43][C:44]([F:47])([F:46])[F:45])(=O)=O. Product: [F:30][C:7]1([F:6])[O:29][C:10]2=[CH:11][CH:12]=[C:13]3[C:18]([N:17]=[C:16]([NH2:19])[N:15]4[N:20]=[C:21]([C@@H:23]5[CH2:28][CH2:27][CH2:26][N:25]([CH2:43][C:44]([F:47])([F:46])[F:45])[CH2:24]5)[N:22]=[C:14]34)=[C:9]2[O:8]1. The catalyst class is: 13.